Predict the reaction yield, written as a fraction of the theoretical maximum amount of product (1.0 means a 100% yield; for example, 0.34 means a 34% yield). From a dataset of Reaction yield outcomes from USPTO patents with 853,638 reactions. (1) The reactants are [CH2:1]([C:3]1[C:12]2[C:7](=[CH:8][C:9]([O:15][CH3:16])=[C:10]([O:13][CH3:14])[CH:11]=2)[CH:6]=[C:5]([OH:17])[N:4]=1)[CH3:2].[ClH:18].[Cl:19][CH2:20][C:21]1[C:22]([NH:34][CH2:35][CH3:36])=[N:23][C:24]2[C:29]([CH:30]=1)=[CH:28][C:27]([O:31][CH2:32][CH3:33])=[CH:26][CH:25]=2.[Li+].[OH-]. The catalyst is C1COCC1.C(Cl)Cl. The product is [ClH:19].[ClH:18].[CH2:32]([O:31][C:27]1[CH:28]=[C:29]2[C:24](=[CH:25][CH:26]=1)[N:23]=[C:22]([NH:34][CH2:35][CH3:36])[C:21]([CH2:20][C:6]1[C:7]3[C:12](=[CH:11][C:10]([O:13][CH3:14])=[C:9]([O:15][CH3:16])[CH:8]=3)[C:3]([CH2:1][CH3:2])=[N:4][C:5]=1[OH:17])=[CH:30]2)[CH3:33]. The yield is 0.100. (2) The reactants are [S-:1][C:2]#[N:3].[K+].[NH2:5][C:6]1[CH:7]=[CH:8][C:9]([N:12]([CH3:26])[C:13]2[CH:14]=[C:15]([NH:19][C:20](=[O:25])[C:21]([F:24])([F:23])[F:22])[CH:16]=[CH:17][CH:18]=2)=[N:10][CH:11]=1.BrBr. The catalyst is C(O)(=O)C. The product is [NH2:3][C:2]1[S:1][C:11]2[C:6]([N:5]=1)=[CH:7][CH:8]=[C:9]([N:12]([CH3:26])[C:13]1[CH:14]=[C:15]([NH:19][C:20](=[O:25])[C:21]([F:24])([F:22])[F:23])[CH:16]=[CH:17][CH:18]=1)[N:10]=2. The yield is 0.200. (3) The reactants are [H-].[Na+].[OH:3][C:4]1[C:9]([CH3:10])=[CH:8][C:7]([C:11](=[O:13])[CH3:12])=[CH:6][C:5]=1[CH3:14].[CH2:15]([N:22]1[C:30]2[C:29](Cl)=[N:28][C:27]([Cl:32])=[N:26][C:25]=2[CH:24]=[CH:23]1)[C:16]1[CH:21]=[CH:20][CH:19]=[CH:18][CH:17]=1. The catalyst is CN1C(=O)CCC1.O. The product is [CH2:15]([N:22]1[C:30]2[C:29]([O:3][C:4]3[C:9]([CH3:10])=[CH:8][C:7]([C:11](=[O:13])[CH3:12])=[CH:6][C:5]=3[CH3:14])=[N:28][C:27]([Cl:32])=[N:26][C:25]=2[CH:24]=[CH:23]1)[C:16]1[CH:17]=[CH:18][CH:19]=[CH:20][CH:21]=1. The yield is 0.350. (4) The reactants are [CH3:1][S:2]([OH:5])(=[O:4])=[O:3].[F:6][C:7]1[CH:49]=[CH:48][CH:47]=[C:46]([F:50])[C:8]=1[C:9]([N:11]1[CH2:16][CH2:15][CH:14]([O:17][C:18]2[CH:23]=[C:22]([NH:24][C:25]([NH:27][C:28]3[N:29]([C:39]4[CH:44]=[CH:43][C:42]([CH3:45])=[CH:41][CH:40]=4)[N:30]=[C:31]([C:33]([CH2:37][F:38])([CH3:36])[CH2:34][F:35])[CH:32]=3)=[O:26])[CH:21]=[CH:20][N:19]=2)[CH2:13][CH2:12]1)=[O:10]. The catalyst is C(Cl)Cl.CO. The product is [S:2]([OH:5])(=[O:4])(=[O:3])[CH3:1].[F:6][C:7]1[CH:49]=[CH:48][CH:47]=[C:46]([F:50])[C:8]=1[C:9]([N:11]1[CH2:16][CH2:15][CH:14]([O:17][C:18]2[CH:23]=[C:22]([NH:24][C:25]([NH:27][C:28]3[N:29]([C:39]4[CH:40]=[CH:41][C:42]([CH3:45])=[CH:43][CH:44]=4)[N:30]=[C:31]([C:33]([CH2:34][F:35])([CH3:36])[CH2:37][F:38])[CH:32]=3)=[O:26])[CH:21]=[CH:20][N:19]=2)[CH2:13][CH2:12]1)=[O:10]. The yield is 0.930.